This data is from NCI-60 drug combinations with 297,098 pairs across 59 cell lines. The task is: Regression. Given two drug SMILES strings and cell line genomic features, predict the synergy score measuring deviation from expected non-interaction effect. (1) Cell line: NCIH23. Drug 2: CCC1=C2CN3C(=CC4=C(C3=O)COC(=O)C4(CC)O)C2=NC5=C1C=C(C=C5)O. Synergy scores: CSS=37.4, Synergy_ZIP=-6.27, Synergy_Bliss=-2.86, Synergy_Loewe=-5.03, Synergy_HSA=1.94. Drug 1: CC1CCC2CC(C(=CC=CC=CC(CC(C(=O)C(C(C(=CC(C(=O)CC(OC(=O)C3CCCCN3C(=O)C(=O)C1(O2)O)C(C)CC4CCC(C(C4)OC)OP(=O)(C)C)C)C)O)OC)C)C)C)OC. (2) Drug 1: CN(CC1=CN=C2C(=N1)C(=NC(=N2)N)N)C3=CC=C(C=C3)C(=O)NC(CCC(=O)O)C(=O)O. Drug 2: CC1CCC2CC(C(=CC=CC=CC(CC(C(=O)C(C(C(=CC(C(=O)CC(OC(=O)C3CCCCN3C(=O)C(=O)C1(O2)O)C(C)CC4CCC(C(C4)OC)O)C)C)O)OC)C)C)C)OC. Cell line: UACC-257. Synergy scores: CSS=30.5, Synergy_ZIP=1.45, Synergy_Bliss=4.68, Synergy_Loewe=-6.68, Synergy_HSA=3.19. (3) Cell line: LOX IMVI. Drug 1: CC1=C(C=C(C=C1)NC(=O)C2=CC=C(C=C2)CN3CCN(CC3)C)NC4=NC=CC(=N4)C5=CN=CC=C5. Drug 2: C1=NNC2=C1C(=O)NC=N2. Synergy scores: CSS=-0.379, Synergy_ZIP=4.71, Synergy_Bliss=-0.720, Synergy_Loewe=-3.74, Synergy_HSA=-2.43. (4) Drug 1: C1CC(C1)(C(=O)O)C(=O)O.[NH2-].[NH2-].[Pt+2]. Drug 2: CN1C(=O)N2C=NC(=C2N=N1)C(=O)N. Cell line: SF-539. Synergy scores: CSS=16.8, Synergy_ZIP=-3.87, Synergy_Bliss=3.03, Synergy_Loewe=-7.89, Synergy_HSA=-0.0238. (5) Drug 1: C1=CC(=CC=C1CCCC(=O)O)N(CCCl)CCCl. Drug 2: C1=NC2=C(N1)C(=S)N=CN2. Cell line: A498. Synergy scores: CSS=26.4, Synergy_ZIP=-7.80, Synergy_Bliss=-2.46, Synergy_Loewe=-1.80, Synergy_HSA=-1.66.